From a dataset of Forward reaction prediction with 1.9M reactions from USPTO patents (1976-2016). Predict the product of the given reaction. (1) Given the reactants [Cl:1][C:2]1[CH:3]=[C:4]2[C:8](=[CH:9][CH:10]=1)[N:7]([S:11]([C:14]1[CH:19]=[CH:18][CH:17]=[CH:16][CH:15]=1)(=[O:13])=[O:12])[C:6]([S:20]([N:23]1[CH2:28][C@H:27]([CH3:29])[NH:26][C@H:25]([CH3:30])[CH2:24]1)(=[O:22])=[O:21])=[CH:5]2.C(N(C(C)C)CC)(C)C.[Br:40][C:41]1[CH:49]=[CH:48][C:44]([C:45](Cl)=[O:46])=[CH:43][CH:42]=1.C(=O)(O)[O-].[Na+], predict the reaction product. The product is: [Br:40][C:41]1[CH:49]=[CH:48][C:44]([C:45]([N:26]2[CH:27]([CH3:29])[CH2:28][N:23]([S:20]([C:6]3[N:7]([S:11]([C:14]4[CH:15]=[CH:16][CH:17]=[CH:18][CH:19]=4)(=[O:13])=[O:12])[C:8]4[C:4]([CH:5]=3)=[CH:3][C:2]([Cl:1])=[CH:10][CH:9]=4)(=[O:21])=[O:22])[CH2:24][CH:25]2[CH3:30])=[O:46])=[CH:43][CH:42]=1. (2) Given the reactants [NH2:1][C:2]1[C:11]2[CH:10]=[CH:9][CH:8]=[C:7](Br)[C:6]=2[N:5]=[C:4]2[CH2:13][N:14]([CH2:17][C:18]3[CH:23]=[CH:22][C:21]([O:24][CH3:25])=[C:20]([Cl:26])[CH:19]=3)[C:15](=[O:16])[C:3]=12.[F:27][C:28]1[CH:33]=[CH:32][CH:31]=[C:30]([O:34][CH3:35])[C:29]=1B(O)O, predict the reaction product. The product is: [NH2:1][C:2]1[C:11]2[CH:10]=[CH:9][CH:8]=[C:7]([C:29]3[C:30]([O:34][CH3:35])=[CH:31][CH:32]=[CH:33][C:28]=3[F:27])[C:6]=2[N:5]=[C:4]2[CH2:13][N:14]([CH2:17][C:18]3[CH:23]=[CH:22][C:21]([O:24][CH3:25])=[C:20]([Cl:26])[CH:19]=3)[C:15](=[O:16])[C:3]=12. (3) Given the reactants [N+:1]([O-:14])([O:3][C@H:4]1[CH2:8][C@H:7]([C:9](=O)[NH2:10])[CH2:6][C@@H:5]1[O:12][CH3:13])=[O:2].O=C1N(P(Cl)(N2CCOC2=O)=O)CCO1.C(N(CC)CC)C.Cl.N[NH:39][C:40]([NH2:42])=[O:41].[OH-].[Na+], predict the reaction product. The product is: [N+:1]([O-:14])([O:3][C@H:4]1[CH2:8][C@H:7]([C:9]2[NH:42][C:40](=[O:41])[NH:39][N:10]=2)[CH2:6][C@@H:5]1[O:12][CH3:13])=[O:2]. (4) Given the reactants C1C=CC=CC=1.[S:7]1[CH:11]=[CH:10][N:9]=[C:8]1[CH:12]=[O:13].[CH2:14](O)[CH2:15][OH:16].O.C1(C)C=CC(S(O)(=O)=O)=CC=1, predict the reaction product. The product is: [O:13]1[CH2:14][CH2:15][O:16][CH:12]1[C:8]1[S:7][CH:11]=[CH:10][N:9]=1. (5) The product is: [C:1]([C:5]1[CH:10]=[CH:9][CH:8]=[C:7]([O:11][CH3:15])[CH:6]=1)([CH3:4])([CH3:2])[CH3:3]. Given the reactants [C:1]([C:5]1[CH:6]=[C:7]([OH:11])[CH:8]=[CH:9][CH:10]=1)([CH3:4])([CH3:3])[CH3:2].[H-].[Na+].I[CH3:15], predict the reaction product. (6) Given the reactants [Cl:1][C:2]1[CH:7]=[CH:6][C:5]([C@H:8]([NH:11][C:12]2[CH:13]=[C:14]([CH:17]=[CH:18][CH:19]=2)[CH:15]=O)[CH2:9][CH3:10])=[CH:4][C:3]=1[CH3:20].Cl.[CH3:22][O:23][C:24]([C:26]1([CH3:30])[CH2:29][NH:28][CH2:27]1)=[O:25].CCN(C(C)C)C(C)C.CC(O)=O.[BH3-]C#N.[Na+], predict the reaction product. The product is: [CH3:22][O:23][C:24]([C:26]1([CH3:30])[CH2:29][N:28]([CH2:15][C:14]2[CH:17]=[CH:18][CH:19]=[C:12]([NH:11][C@@H:8]([C:5]3[CH:6]=[CH:7][C:2]([Cl:1])=[C:3]([CH3:20])[CH:4]=3)[CH2:9][CH3:10])[CH:13]=2)[CH2:27]1)=[O:25]. (7) Given the reactants N(C(OC(C)(C)C)=O)=NC(OC(C)(C)C)=O.[CH2:17]([O:19][C:20]([N:22]1[CH2:27][CH2:26][C:25]2[N:28]=[C:29]([CH2:31][OH:32])[O:30][C:24]=2[CH2:23]1)=[O:21])[CH3:18].[C:33]1(O)[CH:38]=[CH:37][CH:36]=[CH:35][CH:34]=1.C1(P(C2C=CC=CC=2)C2C=CC=CC=2)C=CC=CC=1, predict the reaction product. The product is: [CH2:17]([O:19][C:20]([N:22]1[CH2:27][CH2:26][C:25]2[N:28]=[C:29]([CH2:31][O:32][C:33]3[CH:38]=[CH:37][CH:36]=[CH:35][CH:34]=3)[O:30][C:24]=2[CH2:23]1)=[O:21])[CH3:18].